From a dataset of Full USPTO retrosynthesis dataset with 1.9M reactions from patents (1976-2016). Predict the reactants needed to synthesize the given product. (1) The reactants are: [Br:1][C:2]1[C:3]2[C:15]([CH3:16])=[CH:14][CH:13]=[CH:12][C:4]=2[S:5][C:6]=1[C:7]([O:9]CC)=[O:8].[OH-].[K+]. Given the product [Br:1][C:2]1[C:3]2[C:15]([CH3:16])=[CH:14][CH:13]=[CH:12][C:4]=2[S:5][C:6]=1[C:7]([OH:9])=[O:8], predict the reactants needed to synthesize it. (2) Given the product [CH2:1]([O:3][C:4]1[CH:9]=[CH:8][CH:7]=[C:6]([O:10][C:12]2[CH:17]=[CH:16][C:15]([N+:18]([O-:20])=[O:19])=[CH:14][CH:13]=2)[CH:5]=1)[CH3:2], predict the reactants needed to synthesize it. The reactants are: [CH2:1]([O:3][C:4]1[CH:5]=[C:6]([OH:10])[CH:7]=[CH:8][CH:9]=1)[CH3:2].F[C:12]1[CH:17]=[CH:16][C:15]([N+:18]([O-:20])=[O:19])=[CH:14][CH:13]=1.C(=O)([O-])[O-].[K+].[K+].